This data is from Full USPTO retrosynthesis dataset with 1.9M reactions from patents (1976-2016). The task is: Predict the reactants needed to synthesize the given product. (1) Given the product [NH2:1][C:2]1[C:7]([C:8]#[N:9])=[C:6]([O:10][CH2:11][CH3:12])[N:5]=[C:4]([C:13]([NH:38][CH2:39][C:40]2[S:44][CH:43]=[N:42][CH:41]=2)=[O:15])[CH:3]=1, predict the reactants needed to synthesize it. The reactants are: [NH2:1][C:2]1[C:7]([C:8]#[N:9])=[C:6]([O:10][CH2:11][CH3:12])[N:5]=[C:4]([C:13]([OH:15])=O)[CH:3]=1.F[B-](F)(F)F.N1(OC(N(C)C)=[N+](C)C)C2C=CC=CC=2N=N1.[NH2:38][CH2:39][C:40]1[S:44][CH:43]=[N:42][CH:41]=1.C(N(C(C)C)CC)(C)C. (2) The reactants are: [Cl:1][C:2]1[CH:3]=[C:4]([CH:27]=[CH:28][C:29]=1[F:30])[NH:5][C:6]1[C:15]2[C:10](=[CH:11][C:12]([O:22][CH2:23][CH2:24][CH2:25]Cl)=[CH:13][C:14]=2[O:16][CH:17]2[CH2:21][CH2:20][O:19][CH2:18]2)[N:9]=[CH:8][N:7]=1.[CH3:31][NH:32][CH2:33][CH:34]=[CH2:35]. Given the product [Cl:1][C:2]1[CH:3]=[C:4]([CH:27]=[CH:28][C:29]=1[F:30])[NH:5][C:6]1[C:15]2[C:10](=[CH:11][C:12]([O:22][CH2:23][CH2:24][CH2:25][N:32]([CH3:31])[CH2:33][CH:34]=[CH2:35])=[CH:13][C:14]=2[O:16][CH:17]2[CH2:21][CH2:20][O:19][CH2:18]2)[N:9]=[CH:8][N:7]=1, predict the reactants needed to synthesize it. (3) Given the product [C:29]([O:28][C:26](=[O:27])[CH2:25][O:1][C:2]1[CH:17]=[CH:16][C:5]([C:6]([O:8][CH2:9][C:10]2[CH:15]=[CH:14][CH:13]=[CH:12][CH:11]=2)=[O:7])=[CH:4][CH:3]=1)([CH3:32])([CH3:31])[CH3:30], predict the reactants needed to synthesize it. The reactants are: [OH:1][C:2]1[CH:17]=[CH:16][C:5]([C:6]([O:8][CH2:9][C:10]2[CH:15]=[CH:14][CH:13]=[CH:12][CH:11]=2)=[O:7])=[CH:4][CH:3]=1.C(=O)([O-])[O-].[K+].[K+].Br[CH2:25][C:26]([O:28][C:29]([CH3:32])([CH3:31])[CH3:30])=[O:27]. (4) Given the product [ClH:27].[CH3:1][N:2]([CH3:26])[CH:3]1[CH2:8][CH2:7][C:6]([C:9]2[C:10]([F:25])=[C:11]([NH:15][C:16](=[O:24])[C:17]3[CH:22]=[CH:21][C:20]([F:23])=[CH:19][CH:18]=3)[CH:12]=[CH:13][CH:14]=2)=[CH:5][CH2:4]1, predict the reactants needed to synthesize it. The reactants are: [CH3:1][N:2]([CH3:26])[CH:3]1[CH2:8][CH2:7][C:6]([C:9]2[C:10]([F:25])=[C:11]([NH:15][C:16](=[O:24])[C:17]3[CH:22]=[CH:21][C:20]([F:23])=[CH:19][CH:18]=3)[CH:12]=[CH:13][CH:14]=2)=[CH:5][CH2:4]1.[ClH:27]. (5) Given the product [Br:1][C:2]1[C:3]([N+:13]([O-:15])=[O:14])=[CH:4][C:5]([N+:10]([O-:12])=[O:11])=[C:6]([CH:9]=1)[CH:7]=[O:8], predict the reactants needed to synthesize it. The reactants are: [Br:1][C:2]1[CH:3]=[CH:4][C:5]([N+:10]([O-:12])=[O:11])=[C:6]([CH:9]=1)[CH:7]=[O:8].[N+:13]([O-])([OH:15])=[O:14]. (6) Given the product [CH3:1][O:2][C:3]1[CH:11]=[CH:10][C:6]([C:7]([Cl:17])=[O:8])=[C:5]([N+:12]([O-:14])=[O:13])[CH:4]=1, predict the reactants needed to synthesize it. The reactants are: [CH3:1][O:2][C:3]1[CH:11]=[CH:10][C:6]([C:7](O)=[O:8])=[C:5]([N+:12]([O-:14])=[O:13])[CH:4]=1.S(Cl)([Cl:17])=O.